Dataset: Reaction yield outcomes from USPTO patents with 853,638 reactions. Task: Predict the reaction yield, written as a fraction of the theoretical maximum amount of product (1.0 means a 100% yield; for example, 0.34 means a 34% yield). (1) The reactants are [N:1]1[C:10]2[C:5](=[CH:6][CH:7]=[CH:8][C:9]=2[OH:11])[CH:4]=[CH:3][C:2]=1[OH:12].N12CCCN=C1CCCCC2.[CH2:24](Br)[C:25]1[CH:30]=[CH:29][CH:28]=[CH:27][CH:26]=1. The catalyst is C(O)(C)C. The product is [CH2:24]([O:11][C:9]1[CH:8]=[CH:7][CH:6]=[C:5]2[C:10]=1[N:1]=[C:2]([OH:12])[CH:3]=[CH:4]2)[C:25]1[CH:30]=[CH:29][CH:28]=[CH:27][CH:26]=1. The yield is 0.770. (2) The reactants are Br[CH2:2][C:3]([CH2:15][O:16][C:17]1[C:26]2[C:21](=[CH:22][CH:23]=[CH:24][CH:25]=2)[CH:20]=[CH:19][CH:18]=1)=[CH:4][C:5]1[CH:14]=[CH:13][C:8]([C:9]([O:11][CH3:12])=[O:10])=[CH:7][CH:6]=1.C(N(CC)CC)C.[CH3:34][N:35]1[CH2:39][CH2:38][CH2:37][CH:36]1[CH2:40][CH2:41][NH2:42]. The catalyst is C(#N)C. The product is [CH3:34][N:35]1[CH2:39][CH2:38][CH2:37][CH:36]1[CH2:40][CH2:41][NH:42][CH2:2]/[C:3](/[CH2:15][O:16][C:17]1[C:26]2[C:21](=[CH:22][CH:23]=[CH:24][CH:25]=2)[CH:20]=[CH:19][CH:18]=1)=[CH:4]/[C:5]1[CH:14]=[CH:13][C:8]([C:9]([O:11][CH3:12])=[O:10])=[CH:7][CH:6]=1. The yield is 0.480.